This data is from Forward reaction prediction with 1.9M reactions from USPTO patents (1976-2016). The task is: Predict the product of the given reaction. Given the reactants [OH:1][C:2]1[C:7]2[C@@:8]3([OH:45])[C@@:21]([O:25][CH3:26])([C@H:22]([OH:24])[CH2:23][C:6]=2[CH:5]=[C:4]([CH3:46])[C:3]=1[C:47]([OH:49])=[O:48])[C:20](=[O:27])[C:19]1[C:10](=[CH:11][C:12]2[C:13](=[O:43])[C:14]([NH:30][CH:31]4[C@H:36]([O:37][CH3:38])[C@H:35]([OH:39])[C@@H:34]([O:40][CH3:41])[C@H:33]([CH3:42])[O:32]4)=[CH:15][C:16](=[O:29])[C:17]=2[C:18]=1[OH:28])[C:9]3=[O:44].O.ON1C2C=CC=CC=2N=N1.[CH2:61](O)[C:62]1[CH:67]=[CH:66][CH:65]=[CH:64][CH:63]=1, predict the reaction product. The product is: [OH:1][C:2]1[C:7]2[C@@:8]3([OH:45])[C@@:21]([O:25][CH3:26])([C@H:22]([OH:24])[CH2:23][C:6]=2[CH:5]=[C:4]([CH3:46])[C:3]=1[C:47]([O:49][CH2:61][C:62]1[CH:67]=[CH:66][CH:65]=[CH:64][CH:63]=1)=[O:48])[C:20](=[O:27])[C:19]1[C:10](=[CH:11][C:12]2[C:13](=[O:43])[C:14]([NH:30][CH:31]4[C@H:36]([O:37][CH3:38])[C@H:35]([OH:39])[C@@H:34]([O:40][CH3:41])[C@H:33]([CH3:42])[O:32]4)=[CH:15][C:16](=[O:29])[C:17]=2[C:18]=1[OH:28])[C:9]3=[O:44].